Dataset: Full USPTO retrosynthesis dataset with 1.9M reactions from patents (1976-2016). Task: Predict the reactants needed to synthesize the given product. (1) Given the product [CH2:1]([N:8]1[CH2:9][CH2:10][O:11][CH:12]([C:14]2[CH:19]=[CH:18][CH:17]=[C:16]([O:20][CH3:21])[CH:15]=2)[CH2:13]1)[C:2]1[CH:3]=[CH:4][CH:5]=[CH:6][CH:7]=1, predict the reactants needed to synthesize it. The reactants are: [CH2:1]([N:8]1[CH2:13][CH:12]([C:14]2[CH:19]=[CH:18][CH:17]=[C:16]([O:20][CH3:21])[CH:15]=2)[O:11][CH2:10][C:9]1=O)[C:2]1[CH:7]=[CH:6][CH:5]=[CH:4][CH:3]=1.[H-].[H-].[H-].[H-].[Li+].[Al+3]. (2) Given the product [Br:16][C:17]1[CH:22]=[CH:21][C:20]([F:23])=[C:19]([F:24])[C:18]=1[CH:28]=[O:29], predict the reactants needed to synthesize it. The reactants are: CC1(C)CCCC(C)(C)N1.C([Li])CCC.[Br:16][C:17]1[CH:22]=[CH:21][C:20]([F:23])=[C:19]([F:24])[CH:18]=1.CN([CH:28]=[O:29])C.Cl. (3) Given the product [Cl:1][C:2]1[CH:7]=[C:6]([Cl:8])[CH:5]=[CH:4][C:3]=1[CH:9]([NH:16][C:17]([NH:19][C:20]1[CH:21]=[CH:22][C:23]([Cl:26])=[CH:24][CH:25]=1)=[N:18][C:27]([NH:34][CH2:38][C:37]1[CH:44]=[CH:45][C:40]([Cl:39])=[CH:41][CH:42]=1)=[O:28])[CH2:10][N:11]1[CH:15]=[CH:14][N:13]=[CH:12]1, predict the reactants needed to synthesize it. The reactants are: [Cl:1][C:2]1[CH:7]=[C:6]([Cl:8])[CH:5]=[CH:4][C:3]=1[CH:9]([NH:16][C:17]([NH:19][C:20]1[CH:25]=[CH:24][C:23]([Cl:26])=[CH:22][CH:21]=1)=[NH:18])[CH2:10][N:11]1[CH:15]=[CH:14][N:13]=[CH:12]1.[C:27]([N:34]1[CH:38]=[CH:37]N=C1)(N1C=CN=C1)=[O:28].[Cl:39][C:40]1[CH:45]=[CH:44]C(CN)=[CH:42][CH:41]=1.Cl. (4) Given the product [C:1]([N:4]([C:19]1[CH:24]=[CH:23][CH:22]=[CH:21][C:20]=1[O:25][CH3:26])[C:5]1[CH:10]=[CH:9][CH:8]=[CH:7][C:6]=1[O:11][C:12]1[CH:17]=[CH:16][CH:15]=[CH:14][CH:13]=1)(=[O:3])[CH3:2], predict the reactants needed to synthesize it. The reactants are: [C:1]([NH:4][C:5]1[CH:10]=[CH:9][CH:8]=[CH:7][C:6]=1[O:11][C:12]1[CH:17]=[CH:16][CH:15]=[CH:14][CH:13]=1)(=[O:3])[CH3:2].I[C:19]1[CH:24]=[CH:23][CH:22]=[CH:21][C:20]=1[O:25][CH3:26].C(=O)([O-])[O-].[K+].[K+].C(OCC)(=O)C. (5) Given the product [CH3:13][N:14]([CH2:2][C:3]1[CH:12]=[CH:11][C:6]([C:7]([O:9][CH3:10])=[O:8])=[CH:5][CH:4]=1)[CH2:15][CH2:16][NH:17][CH3:18], predict the reactants needed to synthesize it. The reactants are: Br[CH2:2][C:3]1[CH:12]=[CH:11][C:6]([C:7]([O:9][CH3:10])=[O:8])=[CH:5][CH:4]=1.[CH3:13][NH:14][CH2:15][CH2:16][NH:17][CH3:18].C(N(CC)CC)C.C(=O)(O)[O-].[Na+]. (6) Given the product [C:20]([O:19][C:17](=[O:18])[NH:1][CH:2]([C:3]#[N:4])[C:5]1[CH:10]=[CH:9][C:8]([O:11][C:12]([F:13])([F:14])[F:15])=[C:7]([F:16])[CH:6]=1)([CH3:23])([CH3:22])[CH3:21], predict the reactants needed to synthesize it. The reactants are: [NH2:1][CH:2]([C:5]1[CH:10]=[CH:9][C:8]([O:11][C:12]([F:15])([F:14])[F:13])=[C:7]([F:16])[CH:6]=1)[C:3]#[N:4].[C:17](O[C:17]([O:19][C:20]([CH3:23])([CH3:22])[CH3:21])=[O:18])([O:19][C:20]([CH3:23])([CH3:22])[CH3:21])=[O:18].C(N(CC)CC)C.O. (7) Given the product [CH3:1][O:2][C:3]1[CH:11]=[C:10]2[C:6]([CH2:7][CH2:8][NH:9]2)=[CH:5][CH:4]=1, predict the reactants needed to synthesize it. The reactants are: [CH3:1][O:2][C:3]1[CH:11]=[C:10]2[C:6]([CH:7]=[CH:8][NH:9]2)=[CH:5][CH:4]=1.C([BH3-])#N.[Na+].